This data is from Full USPTO retrosynthesis dataset with 1.9M reactions from patents (1976-2016). The task is: Predict the reactants needed to synthesize the given product. (1) Given the product [OH:23][C:22]([C:24]1[CH:25]=[CH:26][C:27]([C:30]([F:31])([F:32])[F:33])=[CH:28][CH:29]=1)([CH3:21])[CH2:16][C:15]([O:18][CH2:19][CH3:20])=[O:17], predict the reactants needed to synthesize it. The reactants are: C([Li])CCC.C[Si](C)(C)N[Si](C)(C)C.[C:15]([O:18][CH2:19][CH3:20])(=[O:17])[CH3:16].[CH3:21][C:22]([C:24]1[CH:29]=[CH:28][C:27]([C:30]([F:33])([F:32])[F:31])=[CH:26][CH:25]=1)=[O:23].Cl. (2) Given the product [CH3:47][O:46][C:44]([C:41]1[CH:40]=[CH:39][C:38]([CH2:37][CH:24](/[CH:23]=[CH:22]/[C:17]2[CH:18]=[CH:19][CH:20]=[CH:21][C:16]=2[O:15][CH2:14][CH2:13][CH2:12][CH2:11][CH2:10][N:3]2[CH2:4][CH2:5][O:1][C:2]2=[O:6])[CH2:25][CH2:26][C:27]2[CH:36]=[CH:35][C:30]([C:31]([O:33][CH3:34])=[O:32])=[CH:29][CH:28]=2)=[CH:43][CH:42]=1)=[O:45], predict the reactants needed to synthesize it. The reactants are: [O:1]1[CH2:5][CH2:4][NH:3][C:2]1=[O:6].[H-].[Na+].Cl[CH2:10][CH2:11][CH2:12][CH2:13][CH2:14][O:15][C:16]1[CH:21]=[CH:20][CH:19]=[CH:18][C:17]=1/[CH:22]=[CH:23]/[CH:24]([CH2:37][C:38]1[CH:43]=[CH:42][C:41]([C:44]([O:46][CH3:47])=[O:45])=[CH:40][CH:39]=1)[CH2:25][CH2:26][C:27]1[CH:36]=[CH:35][C:30]([C:31]([O:33][CH3:34])=[O:32])=[CH:29][CH:28]=1.[Cl-].[NH4+]. (3) The reactants are: [N:1]1([C:7]2[CH:12]=[CH:11][C:10]([S:13]([NH:16][C:17]3[S:21][N:20]=[CH:19][N:18]=3)(=[O:15])=[O:14])=[CH:9][CH:8]=2)[CH2:6]CNC[CH2:2]1.CN(C(ON1N=N[C:32]2[CH:33]=CC=N[C:31]1=2)=[N+](C)C)C.[F:39][P-](F)(F)(F)(F)F.[CH:46]([N:49]([CH2:53][CH3:54])[CH:50]([CH3:52])[CH3:51])([CH3:48])C.[CH3:55][N:56]([CH:58]=[O:59])[CH3:57]. Given the product [F:39][C:33]1[CH:32]=[CH:31][CH:51]=[C:50]2[C:52]=1[CH:48]=[CH:46][N:49]2[C@H:53]([CH3:54])[C:58]([N:56]1[CH2:57][CH2:2][N:1]([C:7]2[CH:8]=[CH:9][C:10]([S:13]([NH:16][C:17]3[S:21][N:20]=[CH:19][N:18]=3)(=[O:14])=[O:15])=[CH:11][CH:12]=2)[CH2:6][CH2:55]1)=[O:59], predict the reactants needed to synthesize it. (4) Given the product [Br:1][C:2]1[CH:10]=[CH:9][C:5]([C:6]([NH:13][CH2:36][CH2:37][N:38]([CH3:42])[CH3:39])=[O:8])=[C:4]([F:11])[CH:3]=1, predict the reactants needed to synthesize it. The reactants are: [Br:1][C:2]1[CH:10]=[CH:9][C:5]([C:6]([OH:8])=O)=[C:4]([F:11])[CH:3]=1.C[N:13](C(ON1N=NC2C=CC=CC1=2)=[N+](C)C)C.F[P-](F)(F)(F)(F)F.[CH3:36][CH2:37][N:38]([CH:42](C)C)[CH:39](C)C. (5) Given the product [Br:1][C:2]1[CH:7]=[CH:6][N:5]=[C:4]([C:8]([NH:11][C:12]2[CH:13]=[C:14]([C:17]([O:19][CH3:20])=[O:18])[S:15][CH:16]=2)=[O:10])[CH:3]=1, predict the reactants needed to synthesize it. The reactants are: [Br:1][C:2]1[CH:7]=[CH:6][N:5]=[C:4]([C:8]([OH:10])=O)[CH:3]=1.[NH2:11][C:12]1[CH:13]=[C:14]([C:17]([O:19][CH3:20])=[O:18])[S:15][CH:16]=1.C[NH3+].F[P-](F)(F)(F)(F)F.N1(OC(N(C)C)=[N+](C)C)C2N=CC=CC=2N=N1.F[P-](F)(F)(F)(F)F.CN1CCOCC1. (6) The reactants are: [F:1][C:2]1[CH:7]=[CH:6][CH:5]=[CH:4][C:3]=1[C:8]1[N:9]([S:17]([C:20]2[CH:21]=[N:22][CH:23]=[CH:24][CH:25]=2)(=[O:19])=[O:18])[CH:10]=[C:11]2[C:15](=O)[CH2:14][CH2:13][C:12]=12.[CH2:26]([NH2:28])[CH3:27].O1CCCC1.[BH4-].[Na+]. Given the product [CH2:26]([NH:28][CH:15]1[C:11]2[C:12](=[C:8]([C:3]3[CH:4]=[CH:5][CH:6]=[CH:7][C:2]=3[F:1])[N:9]([S:17]([C:20]3[CH:21]=[N:22][CH:23]=[CH:24][CH:25]=3)(=[O:19])=[O:18])[CH:10]=2)[CH2:13][CH2:14]1)[CH3:27], predict the reactants needed to synthesize it. (7) Given the product [Cl:1][C:2]1[CH:3]=[CH:4][C:5]2[S:9][CH:8]=[C:7]([CH2:10][NH:11][S:13]([NH2:16])(=[O:15])=[O:14])[C:6]=2[CH:12]=1, predict the reactants needed to synthesize it. The reactants are: [Cl:1][C:2]1[CH:3]=[CH:4][C:5]2[S:9][CH:8]=[C:7]([CH2:10][NH2:11])[C:6]=2[CH:12]=1.[S:13](N)([NH2:16])(=[O:15])=[O:14].